From a dataset of Reaction yield outcomes from USPTO patents with 853,638 reactions. Predict the reaction yield, written as a fraction of the theoretical maximum amount of product (1.0 means a 100% yield; for example, 0.34 means a 34% yield). (1) The reactants are [C:1]([O:5][C:6](=[O:35])[N:7]([CH2:24][CH2:25][CH2:26][NH:27][C:28]([O:30][C:31]([CH3:34])([CH3:33])[CH3:32])=[O:29])[CH2:8][C:9]1[CH:14]=[CH:13][C:12](B2OC(C)(C)C(C)(C)O2)=[CH:11][CH:10]=1)([CH3:4])([CH3:3])[CH3:2].I[C:37]1[C:38](=[O:50])[N:39]=[C:40]2[NH:45][C:44]3[CH:46]=[CH:47][CH:48]=[CH:49][C:43]=3[N:41]2[CH:42]=1.C(O)C.O1CCOCC1. The catalyst is C1C=CC([P]([Pd]([P](C2C=CC=CC=2)(C2C=CC=CC=2)C2C=CC=CC=2)([P](C2C=CC=CC=2)(C2C=CC=CC=2)C2C=CC=CC=2)[P](C2C=CC=CC=2)(C2C=CC=CC=2)C2C=CC=CC=2)(C2C=CC=CC=2)C2C=CC=CC=2)=CC=1.O. The product is [C:1]([O:5][C:6](=[O:35])[N:7]([CH2:24][CH2:25][CH2:26][NH:27][C:28]([O:30][C:31]([CH3:34])([CH3:33])[CH3:32])=[O:29])[CH2:8][C:9]1[CH:10]=[CH:11][C:12]([C:37]2[C:38](=[O:50])[N:39]=[C:40]3[NH:45][C:44]4[CH:46]=[CH:47][CH:48]=[CH:49][C:43]=4[N:41]3[CH:42]=2)=[CH:13][CH:14]=1)([CH3:3])([CH3:4])[CH3:2]. The yield is 0.310. (2) The reactants are [O:1]=[C:2]1[CH2:7][CH:6]([C:8]([O:10][CH2:11][CH3:12])=[O:9])[CH2:5][CH2:4][N:3]1C(OC(C)(C)C)=O.Cl. The catalyst is C(Cl)Cl.O1CCOCC1. The product is [O:1]=[C:2]1[CH2:7][CH:6]([C:8]([O:10][CH2:11][CH3:12])=[O:9])[CH2:5][CH2:4][NH:3]1. The yield is 0.945. (3) The product is [OH:17][CH2:16][CH2:15][CH2:14][C:11]1[CH:10]=[CH:9][C:8]([O:7][C:19]2[CH:27]=[CH:26][C:22]([C:23]([NH2:25])=[O:24])=[CH:21][N:20]=2)=[CH:13][CH:12]=1. The reactants are C(=O)([O-])[O-].[K+].[K+].[OH:7][C:8]1[CH:13]=[CH:12][C:11]([CH2:14][CH2:15][CH2:16][OH:17])=[CH:10][CH:9]=1.Cl[C:19]1[CH:27]=[CH:26][C:22]([C:23]([NH2:25])=[O:24])=[CH:21][N:20]=1.CC(N(C)C)=O. The yield is 0.870. The catalyst is [OH-].[Na+].C(CC(C)(C)C)(C)C. (4) The reactants are [CH2:1]([O:3][C:4](=[O:42])[C:5]([CH3:41])([O:34][C:35]1[CH:40]=[CH:39][CH:38]=[CH:37][CH:36]=1)[CH2:6][C:7]1[CH:12]=[CH:11][C:10]([CH:13]=[CH:14][CH2:15][CH:16]2[CH2:20][N:19]([CH2:21][C:22]3[CH:27]=[CH:26][C:25]([C:28]([F:31])([F:30])[F:29])=[CH:24][CH:23]=3)[C:18](=[O:32])[N:17]2[CH3:33])=[CH:9][CH:8]=1)[CH3:2]. The catalyst is CCOC(C)=O.[Pd]. The product is [CH2:1]([O:3][C:4](=[O:42])[C:5]([CH3:41])([O:34][C:35]1[CH:40]=[CH:39][CH:38]=[CH:37][CH:36]=1)[CH2:6][C:7]1[CH:12]=[CH:11][C:10]([CH2:13][CH2:14][CH2:15][CH:16]2[CH2:20][N:19]([CH2:21][C:22]3[CH:27]=[CH:26][C:25]([C:28]([F:29])([F:30])[F:31])=[CH:24][CH:23]=3)[C:18](=[O:32])[N:17]2[CH3:33])=[CH:9][CH:8]=1)[CH3:2]. The yield is 1.00. (5) The reactants are [CH3:1][O:2][C:3]1[CH:8]=[CH:7][C:6]([C:9]([C:11]2[C:20]([N+:21]([O-])=O)=[C:19]3[C:14]([CH:15]=[CH:16][CH:17]=[N:18]3)=[CH:13][CH:12]=2)=[O:10])=[CH:5][CH:4]=1. The catalyst is [Pd].C1COCC1. The product is [NH2:21][C:20]1[C:11]([C:9]([C:6]2[CH:5]=[CH:4][C:3]([O:2][CH3:1])=[CH:8][CH:7]=2)=[O:10])=[CH:12][CH:13]=[C:14]2[C:19]=1[N:18]=[CH:17][CH:16]=[CH:15]2. The yield is 0.600. (6) The reactants are Br[C:2]1[CH:7]=[CH:6][C:5]([C:8]2[CH:21]=[CH:20][C:19]3[C:10](=[C:11]([C:28]4[CH:33]=[CH:32][CH:31]=[CH:30][CH:29]=4)[C:12]4[C:17]([C:18]=3[C:22]3[CH:27]=[CH:26][CH:25]=[CH:24][CH:23]=3)=[CH:16][CH:15]=[CH:14][CH:13]=4)[CH:9]=2)=[CH:4][CH:3]=1.[CH:34]1[C:42]2[C:41]3[CH:43]=[CH:44][CH:45]=[CH:46][C:40]=3[O:39][C:38]=2[C:37]([C:47]2[CH:48]=[CH:49][C:50]3[NH:51][C:52]4[C:57]([C:58]=3[CH:59]=2)=[CH:56][CH:55]=[CH:54][CH:53]=4)=[CH:36][CH:35]=1.CC(C)([O-])C.[Na+].C(P(C(C)(C)C)C(C)(C)C)(C)(C)C. The catalyst is C1C=CC(/C=C/C(/C=C/C2C=CC=CC=2)=O)=CC=1.C1C=CC(/C=C/C(/C=C/C2C=CC=CC=2)=O)=CC=1.[Pd].CCCCCC.C1(C)C=CC=CC=1. The product is [CH:34]1[C:42]2[C:41]3[CH:43]=[CH:44][CH:45]=[CH:46][C:40]=3[O:39][C:38]=2[C:37]([C:47]2[CH:48]=[CH:49][C:50]3[N:51]([C:2]4[CH:3]=[CH:4][C:5]([C:8]5[CH:21]=[CH:20][C:19]6[C:10](=[C:11]([C:28]7[CH:33]=[CH:32][CH:31]=[CH:30][CH:29]=7)[C:12]7[C:17]([C:18]=6[C:22]6[CH:27]=[CH:26][CH:25]=[CH:24][CH:23]=6)=[CH:16][CH:15]=[CH:14][CH:13]=7)[CH:9]=5)=[CH:6][CH:7]=4)[C:52]4[C:57]([C:58]=3[CH:59]=2)=[CH:56][CH:55]=[CH:54][CH:53]=4)=[CH:36][CH:35]=1. The yield is 0.710.